This data is from Catalyst prediction with 721,799 reactions and 888 catalyst types from USPTO. The task is: Predict which catalyst facilitates the given reaction. (1) Reactant: [N:1]([CH:4]1[CH2:16][N:7]2[C:8]3[CH:9]=[CH:10][C:11]([Br:15])=[CH:12][C:13]=3[CH:14]=[C:6]2[CH2:5]1)=[N+]=[N-].C1(P(C2C=CC=CC=2)C2C=CC=CC=2)C=CC=CC=1.O.C([O-])(O)=O.[Na+].[C:42](O[C:42]([O:44][C:45]([CH3:48])([CH3:47])[CH3:46])=[O:43])([O:44][C:45]([CH3:48])([CH3:47])[CH3:46])=[O:43]. Product: [Br:15][C:11]1[CH:10]=[CH:9][C:8]2[N:7]3[CH2:16][CH:4]([NH:1][C:42](=[O:43])[O:44][C:45]([CH3:48])([CH3:47])[CH3:46])[CH2:5][C:6]3=[CH:14][C:13]=2[CH:12]=1. The catalyst class is: 12. (2) Reactant: [CH3:1]I.[CH2:3]([O:10][C:11]1[CH:16]=[CH:15][C:14]([N:17]2[C:21]3=[N:22][CH:23]=[CH:24][C:25]([CH3:26])=[C:20]3[NH:19][C:18]2=[O:27])=[CH:13][CH:12]=1)[C:4]1[CH:9]=[CH:8][CH:7]=[CH:6][CH:5]=1.[H-].[Na+]. Product: [CH2:3]([O:10][C:11]1[CH:12]=[CH:13][C:14]([N:17]2[C:21]3=[N:22][CH:23]=[CH:24][C:25]([CH3:26])=[C:20]3[N:19]([CH3:1])[C:18]2=[O:27])=[CH:15][CH:16]=1)[C:4]1[CH:9]=[CH:8][CH:7]=[CH:6][CH:5]=1. The catalyst class is: 634.